From a dataset of Full USPTO retrosynthesis dataset with 1.9M reactions from patents (1976-2016). Predict the reactants needed to synthesize the given product. Given the product [C:16]([C:9]1[CH:10]=[CH:11][C:12]([O:15][CH2:20][CH2:21][CH2:22][CH2:23][O:24][C:25]2[CH:26]=[CH:27][C:28]([C:29]#[N:30])=[CH:31][CH:32]=2)=[C:13]([Cl:14])[C:8]=1[Cl:7])(=[O:18])[CH3:17], predict the reactants needed to synthesize it. The reactants are: C(=O)([O-])[O-].[K+].[K+].[Cl:7][C:8]1[C:13]([Cl:14])=[C:12]([OH:15])[CH:11]=[CH:10][C:9]=1[C:16](=[O:18])[CH3:17].Br[CH2:20][CH2:21][CH2:22][CH2:23][O:24][C:25]1[CH:32]=[CH:31][C:28]([C:29]#[N:30])=[CH:27][CH:26]=1.